This data is from Forward reaction prediction with 1.9M reactions from USPTO patents (1976-2016). The task is: Predict the product of the given reaction. (1) Given the reactants [C:1]1(=[O:11])[O:6][C:4](=O)[C:3]2[CH2:7][CH2:8][CH2:9][CH2:10][C:2]1=2.[CH3:12][O:13][C:14](=[O:35])[CH:15]=P(C1C=CC=CC=1)(C1C=CC=CC=1)C1C=CC=CC=1, predict the reaction product. The product is: [CH3:12][O:13][C:14](=[O:35])/[CH:15]=[C:4]1/[O:6][C:1](=[O:11])[C:2]2[CH2:10][CH2:9][CH2:8][CH2:7][C:3]/1=2. (2) Given the reactants [H-].[Na+].Cl[CH2:4][C:5](=[O:10])[CH2:6][C:7]([O-:9])=[O:8].[N:11]([CH2:14][CH2:15][OH:16])=[N+:12]=[N-:13].Cl.[CH2:18]1COC[CH2:19]1, predict the reaction product. The product is: [CH2:18]([O:9][C:7](=[O:8])[CH2:6][C:5](=[O:10])[CH2:4][O:16][CH2:15][CH2:14][N:11]=[N+:12]=[N-:13])[CH3:19]. (3) Given the reactants C([N:8]1[CH2:15][CH2:14][C@:13]2([CH3:19])[C:16]([CH3:18])([CH3:17])[C@H:9]1[CH2:10][C:11]1[C:23](OS(C(F)(F)F)(=O)=O)=[CH:22][CH:21]=[CH:20][C:12]=12)C1C=CC=CC=1, predict the reaction product. The product is: [CH3:19][C@:13]12[C:16]([CH3:17])([CH3:18])[C@H:9]([NH:8][CH2:15][CH2:14]1)[CH2:10][C:11]1[CH:23]=[CH:22][CH:21]=[CH:20][C:12]2=1. (4) Given the reactants [F:1][C:2]1[C:7]([O:8][CH3:9])=[CH:6][C:5]([O:10][CH3:11])=[C:4]([F:12])[C:3]=1[C:13]1[N:18]=[CH:17][C:16]2[C:19](I)=[N:20][N:21](C3CCCCO3)[C:15]=2[CH:14]=1.[CH3:29][N:30]([CH3:52])[CH2:31][CH2:32][N:33]1[CH2:41][C:40]2[C:35](=[CH:36][CH:37]=[C:38](B3OC(C)(C)C(C)(C)O3)[CH:39]=2)[C:34]1=[O:51], predict the reaction product. The product is: [F:1][C:2]1[C:7]([O:8][CH3:9])=[CH:6][C:5]([O:10][CH3:11])=[C:4]([F:12])[C:3]=1[C:13]1[N:18]=[CH:17][C:16]2[C:19]([C:38]3[CH:39]=[C:40]4[C:35](=[CH:36][CH:37]=3)[C:34](=[O:51])[N:33]([CH2:32][CH2:31][N:30]([CH3:52])[CH3:29])[CH2:41]4)=[N:20][NH:21][C:15]=2[CH:14]=1. (5) Given the reactants C(=O)([O-])O.[Na+].CS(C)=O.Cl.[OH:11][NH2:12].[CH2:13]([C:17]1[N:18]=[C:19]([CH3:45])[N:20]([C:39]2[CH:44]=[CH:43][CH:42]=[CH:41][N:40]=2)[C:21](=[O:38])[C:22]=1[CH2:23][C:24]1[CH:25]=[CH:26][C:27]([C:30]2[CH:37]=[CH:36][CH:35]=[CH:34][C:31]=2[C:32]#[N:33])=[N:28][CH:29]=1)[CH2:14][CH2:15][CH3:16], predict the reaction product. The product is: [CH2:13]([C:17]1[N:18]=[C:19]([CH3:45])[N:20]([C:39]2[CH:44]=[CH:43][CH:42]=[CH:41][N:40]=2)[C:21](=[O:38])[C:22]=1[CH2:23][C:24]1[CH:25]=[CH:26][C:27]([C:30]2[CH:37]=[CH:36][CH:35]=[CH:34][C:31]=2[C:32](=[N:12][OH:11])[NH2:33])=[N:28][CH:29]=1)[CH2:14][CH2:15][CH3:16].